This data is from Experimentally validated miRNA-target interactions with 360,000+ pairs, plus equal number of negative samples. The task is: Binary Classification. Given a miRNA mature sequence and a target amino acid sequence, predict their likelihood of interaction. (1) The miRNA is hsa-miR-1237-3p with sequence UCCUUCUGCUCCGUCCCCCAG. The protein sequence of the target gene is MDAGFFRGTSAEQDNRFSNKQKKLLKQLKFAECLEKKVDMSKVNLEVIKPWITKRVTEILGFEDDVVIEFIFNQLEVKNPDSKMMQINLTGFLNGKNAREFMGELWPLLLSAQENIAGIPSAFLELKKEEIKQRQIEQEKLASLKKQDEDKDKRDKEEKESSREKRERSRSPRRRKSRSPSPRRRSSPVRRERKRSHSRSPRHRTKSRSPSPAPEKKEKSPELPEPSVRMKDSSVQEATSTSDILKAPKPEPVPEPKEPSPEKNSKKEKEKTRPRSRSRSKSRSRTRSRSPSHTRPRRRH.... Result: 0 (no interaction). (2) The miRNA is hsa-miR-195-3p with sequence CCAAUAUUGGCUGUGCUGCUCC. The protein sequence of the target gene is MKRGIRRDPFRKRKLGGRAKKVREPTAVNSFYREASLPSVWASLRRREMVRSGARPGQVLSSGRHTGPAKLTNGKKATYLRKIPRFNADSGYSIHSDSESQAETVHGLDGCASLLRDILRNEDSGSETAYLENRSNSRPLESKRYGSKKKRHEKHTIPLVVQKETSSSDNKKQIPNEASARSERDTSDLEQNWSLQDHYRMYSPIIYQALCEHVQTQMSLMNDLTSKNIPNGIPAVPCHAPSHSESQATPHSSYGLCTSTPVWSLQRPPCPPKVHSEVQTDGNSQFASQGKTVSATCTDV.... Result: 1 (interaction). (3) The miRNA is hsa-miR-6758-5p with sequence UAGAGAGGGGAAGGAUGUGAUGU. The protein sequence of the target gene is MARPRPREYKAGDLVFAKMKGYPHWPARIDELPEGAVKPPANKYPIFFFGTHETAFLGPKDLFPYKEYKDKFGKSNKRKGFNEGLWEIENNPGVKFTGYQAIQQQSSSETEGEGGNTADASSEEEGDRVEEDGKGKRKNEKAGSKRKKSYTSKKSSKQSRKSPGDEDDKDCKEEENKSSSEGGDAGNDTRNTTSDLQKTSEGT. Result: 1 (interaction). (4) The miRNA is hsa-miR-21-5p with sequence UAGCUUAUCAGACUGAUGUUGA. The protein sequence of the target gene is MFRTKRSALVRRLWRSRAPGGEDEEEGVGGGGGGGGLRGEGATDGRAYGAGGGGAGRAGCCLGKAVRGAKGHHHPHPPSSGAGAAGGAEADLKALTHSVLKKLKERQLELLLQAVESRGGTRTACLLLPGRLDCRLGPGAPASAQPAQPPSSYSLPLLLCKVFRWPDLRHSSEVKRLCCCESYGKINPELVCCNPHHLSRLCELESPPPPYSRYPMDFLKPTADCPDAVPSSDETGGTNYLAPGGLSDSQLLLEPGDRSHWCVVAYWEEKTRVGRLYCVQEPSLDIFYDLPQGNGFCLGQ.... Result: 1 (interaction). (5) The miRNA is hsa-miR-4728-3p with sequence CAUGCUGACCUCCCUCCUGCCCCAG. The protein sequence of the target gene is MAMMVFPREEKLSQDEIVLGTKAVIQGLETLRGEHRALLAPLVAPEAGEAEPGSQERCILLRRSLEAIELGLGEAQVILALSSHLGAVESEKQKLRAQVRRLVQENQWLREELAGTQQKLQRSEQAVAQLEEEKQHLLFMSQIRKLDEDASPNEEKGDVPKDTLDDLFPNEDEQSPAPSPGGGDVSGQHGGYEIPARLRTLHNLVIQYASQGRYEVAVPLCKQALEDLEKTSGHDHPDVATMLNILALVYRDQNKYKEAAHLLNDALAIREKTLGKDHPAVAATLNNLAVLYGKRGKYKE.... Result: 0 (no interaction).